This data is from Full USPTO retrosynthesis dataset with 1.9M reactions from patents (1976-2016). The task is: Predict the reactants needed to synthesize the given product. (1) Given the product [F:1][C:2]1[C:7]([O:8][CH3:9])=[CH:6][C:5]([O:10][CH3:11])=[C:4]([F:12])[C:3]=1[C:13]1[N:18]=[CH:17][C:16]2[C:19]([C:41]3[CH:40]=[N:39][N:38]([CH2:37][CH2:36][OH:35])[CH:42]=3)=[N:20][NH:21][C:15]=2[CH:14]=1, predict the reactants needed to synthesize it. The reactants are: [F:1][C:2]1[C:7]([O:8][CH3:9])=[CH:6][C:5]([O:10][CH3:11])=[C:4]([F:12])[C:3]=1[C:13]1[N:18]=[CH:17][C:16]2[C:19](I)=[N:20][N:21](C3CCCCO3)[C:15]=2[CH:14]=1.O1CCCCC1[O:35][CH2:36][CH2:37][N:38]1[CH:42]=[C:41](B2OC(C)(C)C(C)(C)O2)[CH:40]=[N:39]1. (2) Given the product [NH:8]1[CH2:13][CH2:12][CH:11]([CH2:14][NH:15][C:16]2[C:25]3[C:20](=[CH:21][N:22]=[CH:23][CH:24]=3)[CH:19]=[C:18]([C:26]3[CH:27]=[CH:28][N:29]=[CH:30][CH:31]=3)[N:17]=2)[CH2:10][CH2:9]1, predict the reactants needed to synthesize it. The reactants are: C(OC([N:8]1[CH2:13][CH2:12][CH:11]([CH2:14][NH:15][C:16]2[C:25]3[C:20](=[CH:21][N:22]=[CH:23][CH:24]=3)[CH:19]=[C:18]([C:26]3[CH:31]=[CH:30][N:29]=[CH:28][CH:27]=3)[N:17]=2)[CH2:10][CH2:9]1)=O)(C)(C)C. (3) Given the product [CH2:1]([N:27]([CH3:26])[C:17]1[CH:16]=[CH:15][C:12]([CH:13]=[O:14])=[C:11]([Br:10])[CH:18]=1)[C:2]1[CH:3]=[CH:4][CH:5]=[CH:6][CH:7]=1, predict the reactants needed to synthesize it. The reactants are: [CH2:1](CN)[C:2]1[CH:7]=[CH:6][CH:5]=[CH:4][CH:3]=1.[Br:10][C:11]1[CH:18]=[C:17](F)[CH:16]=[CH:15][C:12]=1[CH:13]=[O:14].C([O-])([O-])=O.[K+].[K+].[CH3:26][N:27](C=O)C. (4) Given the product [Cl:49][CH2:48][CH2:47][O:36][C:33]1[CH:32]=[CH:31][C:30]([C:3]2[CH:4]=[CH:5][C:6]3[N:7]([C:11]([C:24]4[CH:25]=[CH:26][CH:27]=[CH:28][CH:29]=4)([C:12]4[CH:13]=[CH:14][CH:15]=[CH:16][CH:17]=4)[C:18]4[CH:23]=[CH:22][CH:21]=[CH:20][CH:19]=4)[CH:8]=[N:9][C:10]=3[C:2]=2[CH3:1])=[CH:35][CH:34]=1, predict the reactants needed to synthesize it. The reactants are: [CH3:1][C:2]1[C:10]2[N:9]=[CH:8][N:7]([C:11]([C:24]3[CH:29]=[CH:28][CH:27]=[CH:26][CH:25]=3)([C:18]3[CH:23]=[CH:22][CH:21]=[CH:20][CH:19]=3)[C:12]3[CH:17]=[CH:16][CH:15]=[CH:14][CH:13]=3)[C:6]=2[CH:5]=[CH:4][C:3]=1[C:30]1[CH:35]=[CH:34][C:33]([OH:36])=[CH:32][CH:31]=1.C1(C)C=CC(S(O[CH2:47][CH2:48][Cl:49])(=O)=O)=CC=1.C(=O)([O-])[O-].[K+].[K+]. (5) The reactants are: [C:1]([O:5][C:6]([NH:8][CH:9]1[CH:14]([OH:15])[CH2:13][CH2:12][N:11](C(OCC2C=CC=CC=2)=O)[CH2:10]1)=[O:7])([CH3:4])([CH3:3])[CH3:2]. Given the product [C:1]([O:5][C:6](=[O:7])[NH:8][C@H:9]1[C@@H:14]([OH:15])[CH2:13][CH2:12][NH:11][CH2:10]1)([CH3:4])([CH3:2])[CH3:3], predict the reactants needed to synthesize it. (6) Given the product [Cl:43][C:39]1[CH:38]=[C:37]([C:13]2[C:12]3[C:17](=[CH:18][C:9]([OH:8])=[CH:10][CH:11]=3)[C:16](=[O:19])[N:15]([CH2:20][C:21]([C:23]3([C:26]4[CH:36]=[CH:35][C:29]5[O:30][C:31]([F:34])([F:33])[O:32][C:28]=5[CH:27]=4)[CH2:24][CH2:25]3)=[O:22])[N:14]=2)[CH:42]=[CH:41][CH:40]=1, predict the reactants needed to synthesize it. The reactants are: C([O:8][C:9]1[CH:18]=[C:17]2[C:12]([C:13]([C:37]3[CH:42]=[CH:41][CH:40]=[C:39]([Cl:43])[CH:38]=3)=[N:14][N:15]([CH2:20][C:21]([C:23]3([C:26]4[CH:36]=[CH:35][C:29]5[O:30][C:31]([F:34])([F:33])[O:32][C:28]=5[CH:27]=4)[CH2:25][CH2:24]3)=[O:22])[C:16]2=[O:19])=[CH:11][CH:10]=1)C1C=CC=CC=1.C([SiH](CC)CC)C.